From a dataset of NCI-60 drug combinations with 297,098 pairs across 59 cell lines. Regression. Given two drug SMILES strings and cell line genomic features, predict the synergy score measuring deviation from expected non-interaction effect. Drug 1: CN(C)N=NC1=C(NC=N1)C(=O)N. Drug 2: CC=C1C(=O)NC(C(=O)OC2CC(=O)NC(C(=O)NC(CSSCCC=C2)C(=O)N1)C(C)C)C(C)C. Cell line: SR. Synergy scores: CSS=63.2, Synergy_ZIP=-5.53, Synergy_Bliss=-10.8, Synergy_Loewe=-68.3, Synergy_HSA=-9.60.